Dataset: Full USPTO retrosynthesis dataset with 1.9M reactions from patents (1976-2016). Task: Predict the reactants needed to synthesize the given product. (1) Given the product [O:5]=[S:13]1[CH2:14][CH2:15][N:10]([CH2:16][CH2:17][CH2:18][O:19][C:20]2[CH:21]=[CH:22][C:23]([C:26]3([C:32]#[N:33])[CH2:31][CH2:30][O:29][CH2:28][CH2:27]3)=[CH:24][CH:25]=2)[CH2:11][CH2:12]1, predict the reactants needed to synthesize it. The reactants are: B1([O-])OO1.[OH2:5].O.O.O.[Na+].[N:10]1([CH2:16][CH2:17][CH2:18][O:19][C:20]2[CH:25]=[CH:24][C:23]([C:26]3([C:32]#[N:33])[CH2:31][CH2:30][O:29][CH2:28][CH2:27]3)=[CH:22][CH:21]=2)[CH2:15][CH2:14][S:13][CH2:12][CH2:11]1. (2) Given the product [OH:16][N:15]=[C:1]([C:3]1[C:4]([CH3:14])=[CH:5][C:6]([CH3:13])=[C:7]([CH:12]=1)[C:8]([O:10][CH3:11])=[O:9])[NH2:2], predict the reactants needed to synthesize it. The reactants are: [C:1]([C:3]1[C:4]([CH3:14])=[CH:5][C:6]([CH3:13])=[C:7]([CH:12]=1)[C:8]([O:10][CH3:11])=[O:9])#[N:2].[NH2:15][OH:16]. (3) The reactants are: [CH3:1][NH:2]CC1C=CC=CC=1.C(=O)(O)[O-].[Na+].[F:15][C:16]1[CH:21]=[CH:20][C:19]([CH2:22][C:23](Cl)=O)=[CH:18][CH:17]=1.[H-].[Al+3].[Li+].[H-].[H-].[H-].[OH-].[Na+]. Given the product [F:15][C:16]1[CH:21]=[CH:20][C:19]([CH2:22][CH2:23][NH:2][CH3:1])=[CH:18][CH:17]=1, predict the reactants needed to synthesize it. (4) The reactants are: [CH3:1][O:2][C:3](=[O:26])[CH2:4][N:5]1[C:13](=[O:14])[C:12]2[C:7](=[CH:8][CH:9]=[C:10]([O:15][C:16]3[C:21]([CH3:22])=[CH:20][CH:19]=[CH:18][C:17]=3[CH2:23][CH3:24])[CH:11]=2)[C:6]1=[O:25].[Na].Cl.CCOC(C)=O.[CH2:35](O)[CH2:36][CH2:37]C. Given the product [CH2:1]([O:2][C:3]([C:4]1[N:5]=[C:6]([OH:25])[C:7]2[C:12]([C:13]=1[OH:14])=[CH:11][C:10]([O:15][C:16]1[C:21]([CH3:22])=[CH:20][CH:19]=[CH:18][C:17]=1[CH2:23][CH3:24])=[CH:9][CH:8]=2)=[O:26])[CH2:35][CH2:36][CH3:37], predict the reactants needed to synthesize it. (5) Given the product [CH3:25][C:21]1([CH3:24])[O:20][CH:19]([CH2:18][O:17][C:13]2[CH:12]=[C:11]([C:10]3[C:3]4[C:2]([NH2:1])=[N:7][CH:6]=[N:5][C:4]=4[N:8]([C@H:26]4[CH2:29][C@@H:28]([CH2:30][N:36]5[CH2:37][CH2:38][CH:33]([F:32])[CH2:34][CH2:35]5)[CH2:27]4)[CH:9]=3)[CH:16]=[CH:15][CH:14]=2)[CH2:23][CH2:22]1, predict the reactants needed to synthesize it. The reactants are: [NH2:1][C:2]1[C:3]2[C:10]([C:11]3[CH:16]=[CH:15][CH:14]=[C:13]([O:17][CH2:18][CH:19]4[CH2:23][CH2:22][C:21]([CH3:25])([CH3:24])[O:20]4)[CH:12]=3)=[CH:9][N:8]([C@@H:26]3[CH2:29][C@H:28]([CH2:30]O)[CH2:27]3)[C:4]=2[N:5]=[CH:6][N:7]=1.[F:32][CH:33]1[CH2:38][CH2:37][NH:36][CH2:35][CH2:34]1. (6) Given the product [CH3:1][N:2]1[C:10]2[C:5](=[CH:6][C:7]([CH2:11][N:12]3[CH:16]=[C:15]([C:17]([OH:19])=[O:18])[CH:14]=[N:13]3)=[CH:8][CH:9]=2)[CH:4]=[C:3]1[CH3:22], predict the reactants needed to synthesize it. The reactants are: [CH3:1][N:2]1[C:10]2[C:5](=[CH:6][C:7]([CH2:11][N:12]3[CH:16]=[C:15]([C:17]([O:19]CC)=[O:18])[CH:14]=[N:13]3)=[CH:8][CH:9]=2)[CH:4]=[C:3]1[CH3:22].[OH-].[Na+].Cl. (7) Given the product [Br:19][CH2:2][CH2:3][CH2:4][CH2:5][CH2:6][N:7]([CH:16]([CH3:18])[CH3:17])[C:8](=[O:15])[CH2:9][CH2:10][CH2:11][CH2:12][CH2:13][CH3:14], predict the reactants needed to synthesize it. The reactants are: O[CH2:2][CH2:3][CH2:4][CH2:5][CH2:6][N:7]([CH:16]([CH3:18])[CH3:17])[C:8](=[O:15])[CH2:9][CH2:10][CH2:11][CH2:12][CH2:13][CH3:14].[Br-:19]. (8) The reactants are: [C:1]([C:4]1[CH:11]=[CH:10][C:7](C=O)=[CH:6][CH:5]=1)([OH:3])=[O:2].[CH2:12]([C:14]([C:16]1[CH:21]=[CH:20][CH:19]=[CH:18][CH:17]=1)=[O:15])[CH3:13].[OH-].[K+]. Given the product [C:11]1([CH:13]=[CH:12][C:14]([C:16]2[CH:21]=[CH:20][CH:19]=[CH:18][CH:17]=2)=[O:15])[C:4]([C:1]([OH:3])=[O:2])=[CH:5][CH:6]=[CH:7][CH:10]=1, predict the reactants needed to synthesize it. (9) Given the product [Si:18]([O:25][CH:26]1[CH2:31][CH2:30][C:29](=[CH:9][C:7]#[N:8])[CH2:28][CH2:27]1)([C:21]([CH3:24])([CH3:23])[CH3:22])([CH3:20])[CH3:19], predict the reactants needed to synthesize it. The reactants are: CC(C)([O-])C.[K+].[C:7]([CH2:9]P(=O)(OCC)OCC)#[N:8].[Si:18]([O:25][CH:26]1[CH2:31][CH2:30][C:29](=O)[CH2:28][CH2:27]1)([C:21]([CH3:24])([CH3:23])[CH3:22])([CH3:20])[CH3:19]. (10) Given the product [Cl:1][C:20]1[C:21]2[C:26](=[CH:25][CH:24]=[C:23]([O:27][CH2:28][CH2:29][NH:30][C:31](=[O:33])[CH3:32])[CH:22]=2)[N:18]([S:15]([C:9]2[CH:10]=[CH:11][CH:12]=[CH:13][CH:14]=2)(=[O:16])=[O:17])[CH:19]=1, predict the reactants needed to synthesize it. The reactants are: [Cl:1]N1C(=O)CCC1=O.[C:9]1([S:15]([N:18]2[C:26]3[C:21](=[CH:22][C:23]([O:27][CH2:28][CH2:29][NH:30][C:31](=[O:33])[CH3:32])=[CH:24][CH:25]=3)[CH:20]=[CH:19]2)(=[O:17])=[O:16])[CH:14]=[CH:13][CH:12]=[CH:11][CH:10]=1.